From a dataset of Forward reaction prediction with 1.9M reactions from USPTO patents (1976-2016). Predict the product of the given reaction. (1) Given the reactants [NH2:1][C:2]1[N:7]=[C:6]([C:8]2[N:12]([CH:13]([CH3:15])[CH3:14])[C:11]([CH3:16])=[N:10][CH:9]=2)[CH:5]=[CH:4][N:3]=1.Br[C:18]1[CH:23]=[CH:22][C:21]([N:24]2[CH2:29][CH2:28][N:27]([S:30]([CH3:33])(=[O:32])=[O:31])[CH2:26][CH2:25]2)=[CH:20][CH:19]=1.C(P(C(C)(C)C)C1C=CC=CC=1C1C=CC=CC=1)(C)(C)C.CC(C)([O-])C.[Na+], predict the reaction product. The product is: [S:30]([N:27]1[CH2:28][CH2:29][N:24]([C:21]2[CH:20]=[CH:19][C:18]([NH:1][C:2]3[N:7]=[C:6]([C:8]4[N:12]([CH:13]([CH3:14])[CH3:15])[C:11]([CH3:16])=[N:10][CH:9]=4)[CH:5]=[CH:4][N:3]=3)=[CH:23][CH:22]=2)[CH2:25][CH2:26]1)([CH3:33])(=[O:31])=[O:32]. (2) Given the reactants [Cl:1][C:2]1[CH:7]=[CH:6][C:5]([OH:8])=[CH:4][C:3]=1[N+:9]([O-:11])=[O:10].Br[CH2:13][C:14]1[CH:19]=[CH:18][CH:17]=[C:16]([CH3:20])[CH:15]=1, predict the reaction product. The product is: [Cl:1][C:2]1[CH:7]=[CH:6][C:5]([O:8][CH2:13][C:14]2[CH:19]=[CH:18][CH:17]=[C:16]([CH3:20])[CH:15]=2)=[CH:4][C:3]=1[N+:9]([O-:11])=[O:10]. (3) Given the reactants [CH3:1][C:2]1[C:7]([N:8]2[CH2:12][CH:11]([C:13]([O:15]C(C)(C)C)=[O:14])[N:10]([CH3:20])[C:9]2=[O:21])=[CH:6][CH:5]=[C:4]([CH3:22])[N:3]=1.[C:23]([OH:29])([C:25]([F:28])([F:27])[F:26])=[O:24].C(Cl)Cl, predict the reaction product. The product is: [OH:29][C:23]([C:25]([F:28])([F:27])[F:26])=[O:24].[CH3:1][C:2]1[C:7]([N:8]2[CH2:12][CH:11]([C:13]([OH:15])=[O:14])[N:10]([CH3:20])[C:9]2=[O:21])=[CH:6][CH:5]=[C:4]([CH3:22])[N:3]=1. (4) Given the reactants C([O:3][C:4](=[O:23])[CH2:5][C:6]1[CH:11]=[CH:10][C:9]([NH:12][C:13]2[O:14][C:15]3[CH:21]=[CH:20][CH:19]=[CH:18][C:16]=3[N:17]=2)=[C:8]([Cl:22])[CH:7]=1)C.[OH-].[Na+], predict the reaction product. The product is: [O:14]1[C:15]2[CH:21]=[CH:20][CH:19]=[CH:18][C:16]=2[N:17]=[C:13]1[NH:12][C:9]1[CH:10]=[CH:11][C:6]([CH2:5][C:4]([OH:23])=[O:3])=[CH:7][C:8]=1[Cl:22]. (5) Given the reactants [N:1]1([CH:7]([C:11]2[S:12][CH:13]=[CH:14][CH:15]=2)[C:8]([OH:10])=[O:9])[CH2:6][CH2:5][CH2:4][CH2:3][CH2:2]1.C1CCC(N=C=NC2CCCCC2)CC1.C1C=CC2N(O)N=NC=2C=1.[N:41]12[CH2:48][CH2:47][CH:44]([CH2:45][CH2:46]1)[C@@H:43](O)[CH2:42]2, predict the reaction product. The product is: [N:1]1([CH:7]([C:11]2[S:12][CH:13]=[CH:14][CH:15]=2)[C:8]([O:10][C@@H:43]2[CH:44]3[CH2:47][CH2:48][N:41]([CH2:46][CH2:45]3)[CH2:42]2)=[O:9])[CH2:6][CH2:5][CH2:4][CH2:3][CH2:2]1. (6) The product is: [NH2:26][C:24]1[C:25]2=[C:17]([C:12]3[CH:13]=[CH:14][C:15]4[C:10]([CH:11]=3)=[N:9][N:8]([CH2:7][CH:1]3[CH2:2][CH2:3][CH2:4][CH2:5][CH2:6]3)[CH:16]=4)[CH:18]=[C:19]([CH:27]3[CH2:28][CH2:29][N:30]([C:35]([N:37]([CH3:39])[CH3:38])=[O:36])[CH2:31][CH2:32]3)[N:20]2[N:21]=[CH:22][N:23]=1. Given the reactants [CH:1]1([CH2:7][N:8]2[CH:16]=[C:15]3[C:10]([CH:11]=[C:12]([C:17]4[CH:18]=[C:19]([CH:27]5[CH2:32][CH2:31][NH:30][CH2:29][CH2:28]5)[N:20]5[C:25]=4[C:24]([NH2:26])=[N:23][CH:22]=[N:21]5)[CH:13]=[CH:14]3)=[N:9]2)[CH2:6][CH2:5][CH2:4][CH2:3][CH2:2]1.ClC[C:35]([N:37]([CH3:39])[CH3:38])=[O:36], predict the reaction product. (7) Given the reactants [CH3:1][C:2]([CH3:7])([CH3:6])[C:3](Cl)=[O:4].[F:8][C:9]1[CH:15]=[CH:14][C:13]([OH:16])=[CH:12][C:10]=1[NH2:11], predict the reaction product. The product is: [F:8][C:9]1[CH:15]=[CH:14][C:13]([OH:16])=[CH:12][C:10]=1[NH:11][C:3](=[O:4])[C:2]([CH3:7])([CH3:6])[CH3:1]. (8) The product is: [OH:2][C:3]1[C:21]([C:22]([F:25])([F:24])[F:23])=[CH:20][C:6]([C:7]([N:9]2[C:13]3[CH:14]=[CH:15][CH:16]=[CH:17][C:12]=3[S:11](=[O:19])(=[O:18])[CH2:10]2)=[O:8])=[CH:5][C:4]=1[C:26]([N:28]1[CH2:29][CH2:30][CH2:31][CH2:32]1)=[O:27]. Given the reactants C[O:2][C:3]1[C:21]([C:22]([F:25])([F:24])[F:23])=[CH:20][C:6]([C:7]([N:9]2[C:13]3[CH:14]=[CH:15][CH:16]=[CH:17][C:12]=3[S:11](=[O:19])(=[O:18])[CH2:10]2)=[O:8])=[CH:5][C:4]=1[C:26]([N:28]1[CH2:32][CH2:31][CH2:30][CH2:29]1)=[O:27].[Cl-].[Li+].Cl, predict the reaction product.